Task: Binary Classification. Given a miRNA mature sequence and a target amino acid sequence, predict their likelihood of interaction.. Dataset: Experimentally validated miRNA-target interactions with 360,000+ pairs, plus equal number of negative samples (1) The miRNA is hsa-miR-4633-3p with sequence AGGAGCUAGCCAGGCAUAUGCA. The protein sequence of the target gene is MSAATQSPMMQMASGNGASDRDPLPPGWEIKIDPQTGWPFFVDHNSRTTTWNDPRVPPEGPKDTASSANGPSRDGSRLLPIREGHPIYPQLRPGYIPIPVLHEGSENRQPHLFHAYSQPGVQRFRTEAAAATPQRSQSPLRGGMTEAAQTDKQCGQMPATATTAAAQPPTAHGPERSQSPAASDCSSSSSSASLPSSGRSSLGSHQLPRGYIPIPVIHEQNITRPAAQPSFHQAQKTHYPAQQGEYQPQQPVYHKIQGDDWEPRPLRAASPFRSPVRGASSREGSPARSGTPVHCPSPIR.... Result: 0 (no interaction). (2) The miRNA is hsa-miR-5692c with sequence AAUAAUAUCACAGUAGGUGUAC. The protein sequence of the target gene is MVDDKEKNMKCLTFFLMLPETVKNRSKKSSKKANTSSSSSNSSKLPPVCYEIITLKTKKKKMAADIFPRKKPANSSSTSVQQYHQQNLSNNNLIPAPNWQGLYPTIRERNAMMFNNDLMADVHFVVGPPGGTQRLPGHKYVLAVGSSVFHAMFYGELAEDKDEIRIPDVEPAAFLAMLKYIYCDEIDLAADTVLATLYAAKKYIVPHLARACVNFLETSLSAKNACVLLSQSCLFEEPDLTQRCWEVIDAQAELALKSEGFCDIDFQTLESILRRETLNAKEIVVFEAALNWAEVECQRQ.... Result: 1 (interaction). (3) The miRNA is mmu-miR-466f-3p with sequence CAUACACACACACAUACACAC. Result: 0 (no interaction). The protein sequence of the target gene is MAHQTGIHATEELKEFFAKARAGSVRLIKVVIEDEQLVLGASQEPVGRWDQDYDRAVLPLLDAQQPCYLLYRLDSQNAQGFEWLFLAWSPDNSPVRLKMLYAATRATVKKEFGGGHIKDELFGTVKDDLSFAGYQKHLSSCAAPAPLTSAERELQQIRINEVKTEISVESKHQTLQGLAFPLQPEAQRALQQLKQKMVNYIQMKLDLERETIELVHTEPTDVAQLPSRVPRDAARYHFFLYKHTHEGDPLESVVFIYSMPGYKCSIKERMLYSSCKSRLLDSVEQDFHLEIAKKIEIGDG....